Dataset: Full USPTO retrosynthesis dataset with 1.9M reactions from patents (1976-2016). Task: Predict the reactants needed to synthesize the given product. (1) The reactants are: [OH:1][C:2]1[C:3]([CH3:17])=[C:4]2[C:12](=[CH:13][C:14]=1[CH3:15])[O:11][C:7]1([CH2:10][CH2:9][CH2:8]1)[CH2:6][C:5]2=O.Cl.[NH2:19][OH:20].O. Given the product [OH:1][C:2]1[C:3]([CH3:17])=[C:4]2[C:12](=[CH:13][C:14]=1[CH3:15])[O:11][C:7]1([CH2:10][CH2:9][CH2:8]1)[CH2:6][C:5]2=[N:19][OH:20], predict the reactants needed to synthesize it. (2) The reactants are: [F:1][C:2]1[CH:3]=[C:4]([CH:9]=[CH:10][CH:11]=1)[C:5](=[S:8])[NH:6][NH2:7].[CH3:12][CH:13]([C:24](=O)[C:25]1[CH:30]=[CH:29][CH:28]=[CH:27][CH:26]=1)[CH2:14][CH2:15][NH:16][C:17](=[O:23])[O:18][C:19]([CH3:22])([CH3:21])[CH3:20]. Given the product [F:1][C:2]1[CH:3]=[C:4]([C:5]2[S:8][C:24]([CH:13]([CH3:12])[CH2:14][CH2:15][NH:16][C:17](=[O:23])[O:18][C:19]([CH3:21])([CH3:20])[CH3:22])([C:25]3[CH:30]=[CH:29][CH:28]=[CH:27][CH:26]=3)[NH:7][N:6]=2)[CH:9]=[CH:10][CH:11]=1, predict the reactants needed to synthesize it. (3) Given the product [C:26]([C:29]1[CH:36]=[CH:35][C:32]([CH2:33][S:20][C:15]2[C:12]3[CH2:13][CH2:14][N:8]([C:6]([O:5][C:1]([CH3:4])([CH3:3])[CH3:2])=[O:7])[CH2:9][CH2:10][C:11]=3[CH:18]=[CH:17][C:16]=2[Cl:19])=[CH:31][CH:30]=1)(=[O:28])[CH3:27], predict the reactants needed to synthesize it. The reactants are: [C:1]([O:5][C:6]([N:8]1[CH2:14][CH2:13][C:12]2[C:15]([S:20]C(=O)N(C)C)=[C:16]([Cl:19])[CH:17]=[CH:18][C:11]=2[CH2:10][CH2:9]1)=[O:7])([CH3:4])([CH3:3])[CH3:2].[C:26]([C:29]1[CH:36]=[CH:35][C:32]([CH2:33]Br)=[CH:31][CH:30]=1)(=[O:28])[CH3:27]. (4) Given the product [CH3:1][C:2]([CH3:19])([CH2:7][O:26][C:20]1[CH:25]=[CH:24][CH:23]=[CH:22][CH:21]=1)[C:3]([O:5][CH3:6])=[O:4], predict the reactants needed to synthesize it. The reactants are: [CH3:1][C:2]([CH3:19])([CH2:7]OS(C1C=CC(C)=CC=1)(=O)=O)[C:3]([O:5][CH3:6])=[O:4].[C:20]1([OH:26])[CH:25]=[CH:24][CH:23]=[CH:22][CH:21]=1.C(=O)([O-])[O-].[K+].[K+].CN(C)C(=O)C. (5) Given the product [C:12]([C:4]1[CH:5]=[CH:6][CH:7]=[C:8]([N+:9]([O-:11])=[O:10])[C:3]=1[O:2][CH3:1])#[CH:13], predict the reactants needed to synthesize it. The reactants are: [CH3:1][O:2][C:3]1[C:8]([N+:9]([O-:11])=[O:10])=[CH:7][CH:6]=[CH:5][C:4]=1[C:12]#[C:13][Si](C)(C)C.C(=O)([O-])[O-].[K+].[K+]. (6) Given the product [CH3:34][N:2]([CH3:1])[CH2:3][CH2:4][N:5]([CH3:33])[C:6]1[C:11]([NH2:12])=[CH:10][C:9]([NH:15][C:16]2[N:21]=[C:20]([C:22]3[CH:23]=[N:24][N:25]4[CH2:30][CH2:29][CH2:28][CH2:27][C:26]=34)[CH:19]=[CH:18][N:17]=2)=[C:8]([O:31][CH3:32])[CH:7]=1, predict the reactants needed to synthesize it. The reactants are: [CH3:1][N:2]([CH3:34])[CH2:3][CH2:4][N:5]([CH3:33])[C:6]1[C:11]([N+:12]([O-])=O)=[CH:10][C:9]([NH:15][C:16]2[N:21]=[C:20]([C:22]3[CH:23]=[N:24][N:25]4[CH2:30][CH2:29][CH2:28][CH2:27][C:26]=34)[CH:19]=[CH:18][N:17]=2)=[C:8]([O:31][CH3:32])[CH:7]=1.[NH4+].[Cl-].O. (7) Given the product [Br:14][CH2:10][C:9]1[O:8][C:7](=[O:12])[O:6][C:5]=1[C:1]([CH3:4])([CH3:3])[CH3:2], predict the reactants needed to synthesize it. The reactants are: [C:1]([C:5]1[O:6][C:7](=[O:12])[O:8][C:9]=1[CH2:10]O)([CH3:4])([CH3:3])[CH3:2].C(Br)(Br)(Br)[Br:14].C1(P(C2C=CC=CC=2)C2C=CC=CC=2)C=CC=CC=1.